Dataset: Forward reaction prediction with 1.9M reactions from USPTO patents (1976-2016). Task: Predict the product of the given reaction. (1) Given the reactants [F:1][C:2]1[C:7]([C:8]2[N:9]=[C:10]([N:13]3[CH2:18][CH2:17][N:16]([CH3:19])[CH2:15][CH2:14]3)[S:11][CH:12]=2)=[C:6]([F:20])[CH:5]=[CH:4][C:3]=1[NH:21][S:22]([C:25]1[CH:30]=[C:29]([F:31])[CH:28]=[CH:27][C:26]=1[F:32])(=[O:24])=[O:23].[Br:33]N1C(=O)CCC1=O, predict the reaction product. The product is: [Br:33][C:12]1[S:11][C:10]([N:13]2[CH2:18][CH2:17][N:16]([CH3:19])[CH2:15][CH2:14]2)=[N:9][C:8]=1[C:7]1[C:2]([F:1])=[C:3]([NH:21][S:22]([C:25]2[CH:30]=[C:29]([F:31])[CH:28]=[CH:27][C:26]=2[F:32])(=[O:23])=[O:24])[CH:4]=[CH:5][C:6]=1[F:20]. (2) Given the reactants [C:1]([NH:4][NH:5][C:6]1[CH:11]=[CH:10][C:9]([O:12][CH:13]([F:15])[F:14])=[CH:8][C:7]=1[N+:16]([O-])=O)(=[O:3])[CH3:2].C(O)C.[OH-].[K+].Cl.[C:25](=S)=[S:26], predict the reaction product. The product is: [C:1]([NH:4][N:5]1[C:6]2[CH:11]=[CH:10][C:9]([O:12][CH:13]([F:15])[F:14])=[CH:8][C:7]=2[N:16]=[C:25]1[SH:26])(=[O:3])[CH3:2]. (3) Given the reactants [NH2:1][C@@H:2]([C:11]1[CH:16]=[CH:15][CH:14]=[CH:13][CH:12]=1)[CH2:3][C:4]([O:6][C:7]([CH3:10])([CH3:9])[CH3:8])=[O:5], predict the reaction product. The product is: [NH2:1][C@@H:2]([CH:11]1[CH2:16][CH2:15][CH2:14][CH2:13][CH2:12]1)[CH2:3][C:4]([O:6][C:7]([CH3:10])([CH3:8])[CH3:9])=[O:5]. (4) Given the reactants CC1C=CC(S(O[CH2:12][CH2:13][O:14][CH3:15])(=O)=O)=CC=1.[C:16]([NH:23][C@H:24]1[CH2:29][CH2:28][C@H:27]([NH2:30])[CH2:26][CH2:25]1)([O:18][C:19]([CH3:22])([CH3:21])[CH3:20])=[O:17], predict the reaction product. The product is: [CH3:15][O:14][CH2:13][CH2:12][NH:30][C@H:27]1[CH2:26][CH2:25][C@H:24]([NH:23][C:16](=[O:17])[O:18][C:19]([CH3:22])([CH3:21])[CH3:20])[CH2:29][CH2:28]1. (5) Given the reactants C(OC([N:8]1[CH2:12][CH2:11][CH:10]([C:13]2[NH:18][C:17]3=[N:19][NH:20][CH:21]=[C:16]3[CH:15]([C:22]3[CH:27]=[CH:26][CH:25]=[CH:24][C:23]=3[Cl:28])[C:14]=2[C:29]#[N:30])[CH2:9]1)=O)(C)(C)C.O1CCOCC1.Cl, predict the reaction product. The product is: [Cl:28][C:23]1[CH:24]=[CH:25][CH:26]=[CH:27][C:22]=1[CH:15]1[C:14]([C:29]#[N:30])=[C:13]([CH:10]2[CH2:11][CH2:12][NH:8][CH2:9]2)[NH:18][C:17]2=[N:19][NH:20][CH:21]=[C:16]12. (6) The product is: [Cl:1][C:2]1[CH:3]=[C:4]2[NH:38][C:37]([O:47][C@@H:48]3[CH2:49][C@H:50]([OH:51])[C@@H:55]([CH2:54][OH:53])[O:56][CH2:57]3)=[N:36][C:5]2=[N:6][C:7]=1[C:8]1[CH:13]=[CH:12][C:11]([C:14]2[CH:15]=[CH:16][C:17]([C:20]([N:22]3[CH2:26][CH2:25][C@@H:24]([OH:27])[CH2:23]3)=[O:21])=[CH:18][CH:19]=2)=[CH:10][CH:9]=1. Given the reactants [Cl:1][C:2]1[CH:3]=[C:4]2[N:38](COCC[Si](C)(C)C)[C:37]([O:47][C@H:48]3[CH2:57][O:56][C@H:55]4[C@@H:50]([O:51]C(C5C=CC=CC=5)[O:53][CH2:54]4)[CH2:49]3)=[N:36][C:5]2=[N:6][C:7]=1[C:8]1[CH:13]=[CH:12][C:11]([C:14]2[CH:19]=[CH:18][C:17]([C:20]([N:22]3[CH2:26][CH2:25][C@@H:24]([O:27]COCC[Si](C)(C)C)[CH2:23]3)=[O:21])=[CH:16][CH:15]=2)=[CH:10][CH:9]=1.C(O)=O.S([O-])(O)(=O)=O.[K+].[OH-].[Na+], predict the reaction product. (7) Given the reactants [Cl:1][C:2]1[CH:14]=[CH:13][C:5]([CH2:6][CH:7]2[CH2:12][CH2:11][NH:10][CH2:9][CH2:8]2)=[CH:4][CH:3]=1.[CH:15]([C:17]([CH3:19])=[O:18])=[CH2:16], predict the reaction product. The product is: [ClH:1].[Cl:1][C:2]1[CH:3]=[CH:4][C:5]([CH2:6][CH:7]2[CH2:8][CH2:9][N:10]([CH2:16][CH2:15][CH:17]([OH:18])[CH3:19])[CH2:11][CH2:12]2)=[CH:13][CH:14]=1.